From a dataset of Catalyst prediction with 721,799 reactions and 888 catalyst types from USPTO. Predict which catalyst facilitates the given reaction. (1) Reactant: [Cl:1][C:2]1[C:3](=[O:10])[NH:4][C:5]([CH3:9])=[C:6]([Cl:8])[CH:7]=1.C(=O)([O-])[O-].[K+].[K+].CS(O[CH2:22][CH2:23][CH2:24][C:25]1[CH:34]=[CH:33][C:28]([C:29]([O:31][CH3:32])=[O:30])=[CH:27][CH:26]=1)(=O)=O.[Cl-].[NH4+]. Product: [Cl:1][C:2]1[C:3](=[O:10])[N:4]([CH2:22][CH2:23][CH2:24][C:25]2[CH:34]=[CH:33][C:28]([C:29]([O:31][CH3:32])=[O:30])=[CH:27][CH:26]=2)[C:5]([CH3:9])=[C:6]([Cl:8])[CH:7]=1. The catalyst class is: 843. (2) The catalyst class is: 20. Product: [CH3:1][N:2]1[C:7](=[O:8])[C:6]2[C:9]([N:22]3[C:28](=[O:29])[C:27]4[CH:30]=[N:31][C:32]([S:34][CH3:35])=[N:33][C:26]=4[N:25]4[CH2:36][CH2:37][CH2:38][C@H:24]4[CH2:23]3)=[CH:10][NH:11][C:5]=2[N:4]=[CH:3]1. Reactant: [CH3:1][N:2]1[C:7](=[O:8])[C:6]2[C:9]([N:22]3[C:28](=[O:29])[C:27]4[CH:30]=[N:31][C:32]([S:34][CH3:35])=[N:33][C:26]=4[N:25]4[CH2:36][CH2:37][CH2:38][C@H:24]4[CH2:23]3)=[CH:10][N:11](S(C3C=CC(C)=CC=3)(=O)=O)[C:5]=2[N:4]=[CH:3]1.[OH-].[Na+].CC(O)C.[Cl-].[NH4+].